From a dataset of Experimentally validated miRNA-target interactions with 360,000+ pairs, plus equal number of negative samples. Binary Classification. Given a miRNA mature sequence and a target amino acid sequence, predict their likelihood of interaction. (1) The miRNA is hsa-miR-4654 with sequence UGUGGGAUCUGGAGGCAUCUGG. The protein sequence of the target gene is MRTEAEAAGQPLEPGDFVQLPVPIIQQLYHWDCGLACSRMVLRYLGQLDDGEFENALQELQLTRSIWTIDLAYLMRHFGVRHRFCTQTLGVDKGYKNQSFYRKHFDTEETRVNQLFAQAKACKVQVEKCTVSVQDIQVHLAQGHVAIVLVNSGVLHCDLCSSPVKYCCFTPSGHRCFCRTPDYQGHFIVLRGYNRATGCIFYNNPAYADRMCSTSISNFEEARTSYGTDEDILFVYLDS. Result: 0 (no interaction). (2) The protein sequence of the target gene is MGCIKSKENKSPAIKYTPENLTEPVSPSASHYGVEHATVAPTSSTKGASVNFNSLSMTPFGGSSGVTPFGGASSSFSVVSSSYPTGLTGGVTIFVALYDYEARTTEDLSFKKGERFQIINNTEGDWWEARSIATGKSGYIPSNYVVPADSIQAEEWYFGKMGRKDAERLLLNPGNQRGIFLVRESETTKGAYSLSIRDWDEVRGDNVKHYKIRKLDNGGYYITTRAQFDTLQKLVKHYTEHADGLCHKLTTVCPTVKPQTQGLAKDAWEIPRESLRLEVKLGQGCFGEVWMGTWNGTTKV.... Result: 0 (no interaction). The miRNA is hsa-miR-3150a-5p with sequence CAACCUCGACGAUCUCCUCAGC. (3) The miRNA is hsa-miR-92a-3p with sequence UAUUGCACUUGUCCCGGCCUGU. The protein sequence of the target gene is MRRDVRILLLGEAQVGKTSLILSLVGEEFPEEVPPRAEEITIPADVTPEKVPTHIVDYSEAEQTDEELREEIHKANVVCVVYDVSEEATIEKIRTKWIPLVNGGTTQGPRVPIILVGNKSDLRSGSSMEAVLPIMSQFPEIETCVECSAKNLRNISELFYYAQKAVLHPTAPLYDPEAKQLRPACAQALTRIFRLSDQDLDQALSDEELNAFQKSCFGHPLAPQALEDVKTVVCRNVAGGVREDRLTLDGFLFLNTLFIQRGRHETTWTILRRFGYSDALELTADYLSPLIHVPPGCSTE.... Result: 1 (interaction). (4) The miRNA is dre-let-7a with sequence UGAGGUAGUAGGUUGUAUAGUU. The protein sequence of the target gene is MDSPPKLTGETLIVHHIPLVHCQVPDRQCCGGAGGGGGSTRPNPFCPPELGITQPDQDLGQADSLLFSSLHSTPGGTARSIDSTKSRSRDGRGPGAPKRHNPFLLQEGVGEPGLGDLYDDSIGDSATQQSFHLHGTGQPNFHLSSFQLPPSGPRVGRPWGTTRSRAGVVEGQEQEPVMTLDTQQCGTSHCCRPELEAETMELDECGGPGGSGSGGGASDTSGFSFDQEWKLSSDESPRNPGCSGSGDQHCRCSSTSSQSEAADQSMGYVSDSSCNSSDGVLVTFSTLYNKMHGTPRANLN.... Result: 0 (no interaction). (5) The miRNA is hsa-miR-98-5p with sequence UGAGGUAGUAAGUUGUAUUGUU. The protein sequence of the target gene is MLEEPRPRPPPSGLAGLLFLALCSRALSNEILGLKLPGEPPLTANTVCLTLSGLSKRQLGLCLRNPDVTASALQGLHIAVHECQHQLRDQRWNCSALEGGGRLPHHSAILKRGFRESAFSFSMLAAGVMHAVATACSLGKLVSCGCGWKGSGEQDRLRAKLLQLQALSRGKSFPHSLPSPGPGSSPSPGPQDTWEWGGCNHDMDFGEKFSRDFLDSREAPRDIQARMRIHNNRVGRQVVTENLKRKCKCHGTSGSCQFKTCWRAAPEFRAVGAALRERLGRAIFIDTHNRNSGAFQPRLR.... Result: 1 (interaction).